Dataset: Reaction yield outcomes from USPTO patents with 853,638 reactions. Task: Predict the reaction yield, written as a fraction of the theoretical maximum amount of product (1.0 means a 100% yield; for example, 0.34 means a 34% yield). (1) The reactants are [Cl:1][C:2]1[CH:3]=[C:4]([C:9]2[CH:14]=[CH:13][C:12]([CH2:15][NH2:16])=[CH:11][CH:10]=2)[CH:5]=[CH:6][C:7]=1[Cl:8].[CH2:17]([O:19][C:20]([CH2:22][CH:23]([CH2:27][CH:28]([CH3:30])[CH3:29])[C:24](O)=[O:25])=[O:21])[CH3:18].C1C=CC2N(O)N=NC=2C=1.CN1CCOCC1.C(Cl)CCl. The catalyst is C(Cl)Cl. The product is [Cl:1][C:2]1[CH:3]=[C:4]([C:9]2[CH:14]=[CH:13][C:12]([CH2:15][NH:16][C:24]([CH:23]([CH2:27][CH:28]([CH3:29])[CH3:30])[CH2:22][C:20]([O:19][CH2:17][CH3:18])=[O:21])=[O:25])=[CH:11][CH:10]=2)[CH:5]=[CH:6][C:7]=1[Cl:8]. The yield is 0.610. (2) The product is [C:14]([O-:33])(=[O:32])[CH2:15][CH2:16][CH2:17][CH2:18][CH2:19][CH2:20][CH2:21]/[CH:22]=[CH:23]\[CH2:24][CH2:25][CH2:26][CH2:27][CH2:28][CH2:29][CH2:30][CH3:31].[In+3:5].[C:14]([O-:33])(=[O:32])[CH2:15][CH2:16][CH2:17][CH2:18][CH2:19][CH2:20][CH2:21]/[CH:22]=[CH:23]\[CH2:24][CH2:25][CH2:26][CH2:27][CH2:28][CH2:29][CH2:30][CH3:31].[C:14]([O-:33])(=[O:32])[CH2:15][CH2:16][CH2:17][CH2:18][CH2:19][CH2:20][CH2:21]/[CH:22]=[CH:23]\[CH2:24][CH2:25][CH2:26][CH2:27][CH2:28][CH2:29][CH2:30][CH3:31]. The yield is 0.970. No catalyst specified. The reactants are C([O-])(=O)C.[In+3:5].C([O-])(=O)C.C([O-])(=O)C.[C:14]([OH:33])(=[O:32])[CH2:15][CH2:16][CH2:17][CH2:18][CH2:19][CH2:20][CH2:21]/[CH:22]=[CH:23]\[CH2:24][CH2:25][CH2:26][CH2:27][CH2:28][CH2:29][CH2:30][CH3:31]. (3) The reactants are [NH2:1][CH2:2][C@H:3]1[C@H:11]2[N:6]([C:7]3[CH:15]=[CH:14][C:13]([N:16]4[CH2:21][CH2:20][O:19][CH2:18][C:17]4=[O:22])=[CH:12][C:8]=3[O:9][CH2:10]2)[C:5](=[O:23])[O:4]1.[Cl:24][C:25]1[S:26][C:27]([N:30]=[C:31]=[O:32])=[CH:28][CH:29]=1.C(Cl)Cl.CO. The catalyst is C(Cl)Cl. The product is [Cl:24][C:25]1[S:26][C:27]([NH:30][C:31]([NH:1][CH2:2][C@H:3]2[C@H:11]3[N:6]([C:7]4[CH:15]=[CH:14][C:13]([N:16]5[CH2:21][CH2:20][O:19][CH2:18][C:17]5=[O:22])=[CH:12][C:8]=4[O:9][CH2:10]3)[C:5](=[O:23])[O:4]2)=[O:32])=[CH:28][CH:29]=1. The yield is 0.592. (4) The reactants are [CH3:1][O:2][C:3]1[CH:4]=[C:5]([C:13]([C:15]2[CH:20]=[C:19]([O:21][CH3:22])[C:18]([O:23][CH3:24])=[C:17]([O:25][CH3:26])[CH:16]=2)=O)[CH:6]=[C:7]([O:11][CH3:12])[C:8]=1[O:9][CH3:10].C(OP([CH2:35][C:36]#[N:37])(=O)OCC)C.C[Si]([N-][Si](C)(C)C)(C)C.[K+].O1C2C=CC(C(C3C=C(OC)C=C(OC)C=3)=CC#N)=CC=2OCC1. The catalyst is C1COCC1. The product is [CH3:1][O:2][C:3]1[CH:4]=[C:5]([C:13]([C:15]2[CH:20]=[C:19]([O:21][CH3:22])[C:18]([O:23][CH3:24])=[C:17]([O:25][CH3:26])[CH:16]=2)=[CH:35][C:36]#[N:37])[CH:6]=[C:7]([O:11][CH3:12])[C:8]=1[O:9][CH3:10]. The yield is 0.740.